From a dataset of Forward reaction prediction with 1.9M reactions from USPTO patents (1976-2016). Predict the product of the given reaction. (1) Given the reactants S([O-])([O-])=O.[Na+:5].[Na+].CC(C)=O.[CH3:11][C:12]1[C:16]([S:17](Cl)(=[O:19])=[O:18])=[C:15]([CH3:21])[O:14][N:13]=1.C(=O)([O-])[O-].[Na+].[Na+], predict the reaction product. The product is: [CH3:11][C:12]1[C:16]([S:17]([O-:19])=[O:18])=[C:15]([CH3:21])[O:14][N:13]=1.[Na+:5]. (2) Given the reactants C=C(C([O:19][C:20](/[CH:22]=[CH:23]/[C:24]1[CH:25]=[CH:26][C:27]([OH:31])=[C:28]([OH:30])[CH:29]=1)=[O:21])C[O:7][C@@H:8]1[O:13][C@H:12]([CH2:14][OH:15])[C@@H:11]([OH:16])[C@H:10]([OH:17])[C@H:9]1[OH:18])CO, predict the reaction product. The product is: [C:20]([OH:21])(=[O:19])/[CH:22]=[CH:23]/[C:24]1[CH:25]=[CH:26][C:27]([OH:31])=[C:28]([OH:30])[CH:29]=1.[O:7]=[CH:8][C@@H:9]([C@H:10]([C@@H:11]([C@@H:12]([CH2:14][OH:15])[OH:13])[OH:16])[OH:17])[OH:18]. (3) Given the reactants [CH3:1][N:2]([CH3:9])[C:3]1([C:7]#[N:8])[CH2:6][CH2:5][CH2:4]1.[C:10]1([Li])[CH:15]=[CH:14][CH:13]=[CH:12][CH:11]=1, predict the reaction product. The product is: [NH2:8][CH:7]([C:10]1[CH:15]=[CH:14][CH:13]=[CH:12][CH:11]=1)[C:3]1([N:2]([CH3:9])[CH3:1])[CH2:6][CH2:5][CH2:4]1. (4) Given the reactants [C:1]([O:5][C:6]([N:8]([O:26][C:27]([O:29][C:30]([CH3:33])([CH3:32])[CH3:31])=[O:28])[C:9]1([CH3:25])[C:13](=[O:14])[N:12]([CH3:15])[N:11]=[C:10]1[C:16]1[CH:24]=[CH:23][C:19]([C:20]([OH:22])=O)=[CH:18][CH:17]=1)=[O:7])([CH3:4])([CH3:3])[CH3:2].[CH3:34][NH:35][CH3:36], predict the reaction product. The product is: [C:1]([O:5][C:6]([N:8]([O:26][C:27]([O:29][C:30]([CH3:32])([CH3:31])[CH3:33])=[O:28])[C:9]1([CH3:25])[C:13](=[O:14])[N:12]([CH3:15])[N:11]=[C:10]1[C:16]1[CH:17]=[CH:18][C:19]([C:20]([N:35]([CH3:36])[CH3:34])=[O:22])=[CH:23][CH:24]=1)=[O:7])([CH3:2])([CH3:4])[CH3:3]. (5) Given the reactants [H-].[Na+].C(O[C:6](=O)[CH2:7][C:8]([O:10][C:11]([CH3:14])(C)C)=[O:9])C.ClC1[CH:22]=[CH:21][C:20]([N+:23]([O-:25])=[O:24])=[CH:19][N:18]=1, predict the reaction product. The product is: [CH2:11]([O:10][C:8](=[O:9])[CH2:7][C:6]1[CH:22]=[CH:21][C:20]([N+:23]([O-:25])=[O:24])=[CH:19][N:18]=1)[CH3:14]. (6) Given the reactants [F:1][C:2]1[CH:3]=[C:4]([C:8]2[CH:13]=[CH:12][C:11]([C:14]([OH:16])=O)=[CH:10][CH:9]=2)[CH:5]=[CH:6][CH:7]=1.[S:17]1[CH2:22][CH2:21][N:20]([C:23]2[N:28]=[CH:27][C:26]([CH2:29][NH2:30])=[CH:25][CH:24]=2)[CH2:19][CH2:18]1.F[P-](F)(F)(F)(F)F.N1(OC(N(C)C)=[N+](C)C)C2N=CC=CC=2N=N1.CCN(C(C)C)C(C)C, predict the reaction product. The product is: [F:1][C:2]1[CH:3]=[C:4]([C:8]2[CH:9]=[CH:10][C:11]([C:14]([NH:30][CH2:29][C:26]3[CH:27]=[N:28][C:23]([N:20]4[CH2:21][CH2:22][S:17][CH2:18][CH2:19]4)=[CH:24][CH:25]=3)=[O:16])=[CH:12][CH:13]=2)[CH:5]=[CH:6][CH:7]=1. (7) Given the reactants [N:1]1([CH2:7][CH2:8][O:9][C:10]2[CH:15]=[CH:14][C:13]([CH:16]3[CH:21]([C:22]4[CH:27]=[CH:26][C:25]([O:28]C5CCCCO5)=[CH:24][CH:23]=4)[C:20](=[O:35])[C:19]4[CH:36]=[CH:37][C:38]([O:40]C5CCCCO5)=[CH:39][C:18]=4[O:17]3)=[CH:12][CH:11]=2)[CH2:6][CH2:5][CH2:4][CH2:3][CH2:2]1.[F:47][C:48]([Si](C)(C)C)([F:50])[F:49].[F-].[Cs+], predict the reaction product. The product is: [OH:35][C:20]1([C:48]([F:50])([F:49])[F:47])[C:19]2[CH:36]=[CH:37][C:38]([OH:40])=[CH:39][C:18]=2[O:17][CH:16]([C:13]2[CH:14]=[CH:15][C:10]([O:9][CH2:8][CH2:7][N:1]3[CH2:2][CH2:3][CH2:4][CH2:5][CH2:6]3)=[CH:11][CH:12]=2)[CH:21]1[C:22]1[CH:27]=[CH:26][C:25]([OH:28])=[CH:24][CH:23]=1. (8) Given the reactants [CH2:1]([C@H:8]1[C@H:13]([CH2:14][C:15]2[CH:20]=[CH:19][CH:18]=[CH:17][CH:16]=2)[C:12](=[O:21])[O:11][C:9]1=[O:10])[C:2]1[CH:7]=[CH:6][CH:5]=[CH:4][CH:3]=1.C(N(CC)CC)C.C[Si](OS(C(F)(F)F)(=O)=O)(C)C.BrBr, predict the reaction product. The product is: [CH2:14]([C:13]1[C:12]([O:11][C:9](=[O:10])[C:8]=1[CH2:1][C:2]1[CH:3]=[CH:4][CH:5]=[CH:6][CH:7]=1)=[O:21])[C:15]1[CH:16]=[CH:17][CH:18]=[CH:19][CH:20]=1. (9) Given the reactants COP([CH2:7][C:8]([C:10]1[CH:11]=[N:12][N:13]([C:16]2[CH:21]=[CH:20][CH:19]=[CH:18][CH:17]=2)[C:14]=1[CH3:15])=[O:9])(=O)OC.CC(C)([O-])C.[K+].[CH3:28][C@@:29]12[C:35]([CH3:37])([CH3:36])[C@@H:32]([CH2:33][CH2:34]1)[C:31](=O)[C:30]2=[O:39], predict the reaction product. The product is: [CH3:28][C@@:29]12[C:35]([CH3:37])([CH3:36])[C@@H:32]([CH2:33][CH2:34]1)/[C:31](=[CH:7]\[C:8]([C:10]1[CH:11]=[N:12][N:13]([C:16]3[CH:17]=[CH:18][CH:19]=[CH:20][CH:21]=3)[C:14]=1[CH3:15])=[O:9])/[C:30]2=[O:39]. (10) The product is: [C:1]([NH:5][S:6]([CH2:9][CH2:10][C:11]1[CH:16]=[CH:15][C:14]([NH2:17])=[C:13]([C:23]2[CH2:24][CH2:25][C:20]([CH3:29])([CH3:19])[CH2:21][CH:22]=2)[CH:12]=1)(=[O:8])=[O:7])([CH3:4])([CH3:3])[CH3:2]. Given the reactants [C:1]([NH:5][S:6]([CH2:9][CH2:10][C:11]1[CH:16]=[CH:15][C:14]([NH2:17])=[C:13](Br)[CH:12]=1)(=[O:8])=[O:7])([CH3:4])([CH3:3])[CH3:2].[CH3:19][C:20]1([CH3:29])[CH2:25][CH2:24][C:23](B(O)O)=[CH:22][CH2:21]1.C([O-])([O-])=O.[Na+].[Na+], predict the reaction product.